This data is from Full USPTO retrosynthesis dataset with 1.9M reactions from patents (1976-2016). The task is: Predict the reactants needed to synthesize the given product. (1) Given the product [CH3:19][C:14]1([CH3:20])[C:15]([CH3:18])([CH3:17])[O:16][B:12]([C:2]2[CH:3]=[C:4]3[C:8](=[CH:9][CH:10]=2)[C:7](=[O:11])[CH2:6][CH2:5]3)[O:13]1, predict the reactants needed to synthesize it. The reactants are: Br[C:2]1[CH:3]=[C:4]2[C:8](=[CH:9][CH:10]=1)[C:7](=[O:11])[CH2:6][CH2:5]2.[B:12]1([B:12]2[O:16][C:15]([CH3:18])([CH3:17])[C:14]([CH3:20])([CH3:19])[O:13]2)[O:16][C:15]([CH3:18])([CH3:17])[C:14]([CH3:20])([CH3:19])[O:13]1.C([O-])(=O)C.[K+].O1CCOCC1. (2) Given the product [CH3:1][O:2][C:3]1[CH:8]=[C:7]([CH:9]2[CH2:14][CH2:13][N:12]([C:44]([O:43][C:40]([CH3:42])([CH3:41])[CH3:39])=[O:45])[CH2:11][CH2:10]2)[CH:6]=[CH:5][C:4]=1[NH:15][C:16]1[N:21]=[C:20]([CH2:22][CH2:23][C:24]2[CH:29]=[CH:28][CH:27]=[CH:26][C:25]=2[CH2:30][C:31]([O:33][CH3:34])=[O:32])[C:19]([C:35]([F:36])([F:37])[F:38])=[CH:18][N:17]=1, predict the reactants needed to synthesize it. The reactants are: [CH3:1][O:2][C:3]1[CH:8]=[C:7]([CH:9]2[CH2:14][CH2:13][NH:12][CH2:11][CH2:10]2)[CH:6]=[CH:5][C:4]=1[NH:15][C:16]1[N:21]=[C:20]([CH2:22][CH2:23][C:24]2[CH:29]=[CH:28][CH:27]=[CH:26][C:25]=2[CH2:30][C:31]([O:33][CH3:34])=[O:32])[C:19]([C:35]([F:38])([F:37])[F:36])=[CH:18][N:17]=1.[CH3:39][C:40]([O:43][C:44](O[C:44]([O:43][C:40]([CH3:42])([CH3:41])[CH3:39])=[O:45])=[O:45])([CH3:42])[CH3:41].CO.C(Cl)Cl. (3) Given the product [NH2:18][C:10]1[O:11][C@H:12]([C:14]([F:17])([F:16])[F:15])[CH2:13][C@:8]([C:6]2[CH:7]=[C:2]([NH:1][C:30](=[O:31])[C:27]3[CH:26]=[CH:25][C:24]([C:22]#[N:23])=[CH:29][N:28]=3)[CH:3]=[C:4]([F:21])[C:5]=2[F:20])([CH3:19])[N:9]=1, predict the reactants needed to synthesize it. The reactants are: [NH2:1][C:2]1[CH:3]=[C:4]([F:21])[C:5]([F:20])=[C:6]([C@:8]2([CH3:19])[CH2:13][C@@H:12]([C:14]([F:17])([F:16])[F:15])[O:11][C:10]([NH2:18])=[N:9]2)[CH:7]=1.[C:22]([C:24]1[CH:25]=[CH:26][C:27]([C:30](O)=[O:31])=[N:28][CH:29]=1)#[N:23].[Cl-].COC1N=C(OC)N=C([N+]2(C)CCOCC2)N=1.